This data is from Reaction yield outcomes from USPTO patents with 853,638 reactions. The task is: Predict the reaction yield, written as a fraction of the theoretical maximum amount of product (1.0 means a 100% yield; for example, 0.34 means a 34% yield). (1) The reactants are [CH3:1][NH2:2].[Cl:3][C:4]1[CH:5]=[C:6]([CH2:10][C@H:11]([NH:15][C:16](=[O:22])[O:17][C:18]([CH3:21])([CH3:20])[CH3:19])[C@H:12]2[CH2:14][O:13]2)[CH:7]=[CH:8][CH:9]=1. The product is [Cl:3][C:4]1[CH:5]=[C:6]([CH2:10][C@H:11]([NH:15][C:16](=[O:22])[O:17][C:18]([CH3:21])([CH3:20])[CH3:19])[C@H:12]([OH:13])[CH2:14][NH:2][CH3:1])[CH:7]=[CH:8][CH:9]=1. No catalyst specified. The yield is 0.440. (2) The reactants are [F:1][C:2]1[CH:7]=[CH:6][C:5]([NH:8][C:9]([C:11]2([C:14]([NH:16][C:17]3[CH:22]=[CH:21][C:20]([O:23][C:24]4[C:33]5[C:28](=[CH:29][C:30]([O:36]CC6C=CC=CC=6)=[C:31]([O:34][CH3:35])[CH:32]=5)[N:27]=[CH:26][N:25]=4)=[C:19]([F:44])[CH:18]=3)=[O:15])[CH2:13][CH2:12]2)=[O:10])=[CH:4][CH:3]=1.C(O)(=O)C.ClCCl.CO. The catalyst is [H][H].[Pd]. The product is [F:1][C:2]1[CH:3]=[CH:4][C:5]([NH:8][C:9]([C:11]2([C:14]([NH:16][C:17]3[CH:22]=[CH:21][C:20]([O:23][C:24]4[C:33]5[C:28](=[CH:29][C:30]([OH:36])=[C:31]([O:34][CH3:35])[CH:32]=5)[N:27]=[CH:26][N:25]=4)=[C:19]([F:44])[CH:18]=3)=[O:15])[CH2:13][CH2:12]2)=[O:10])=[CH:6][CH:7]=1. The yield is 0.950. (3) The reactants are C(N(C1C(C)=CC2C(C)CCC(C)(C)C=2C=1)C1C=CC(C(OCC)=O)=CC=1)C.[CH2:29]([N:31]([C:43]1[C:52]([CH3:53])=[CH:51][C:50]2[C:49]([CH3:55])([CH3:54])[CH2:48][CH:47]=[C:46]([CH3:56])[C:45]=2[CH:44]=1)[C:32]1[CH:42]=[CH:41][C:35]([C:36]([O:38]CC)=[O:37])=[CH:34][CH:33]=1)[CH3:30].C(O)C.[OH-].[K+]. The catalyst is O. The product is [CH2:29]([N:31]([C:43]1[C:52]([CH3:53])=[CH:51][C:50]2[C:49]([CH3:55])([CH3:54])[CH2:48][CH:47]=[C:46]([CH3:56])[C:45]=2[CH:44]=1)[C:32]1[CH:33]=[CH:34][C:35]([C:36]([OH:38])=[O:37])=[CH:41][CH:42]=1)[CH3:30]. The yield is 0.920. (4) The reactants are [Cl:1][C:2]1[CH:3]=[N:4][N:5]([CH2:15][CH3:16])[C:6]=1[C:7]1[CH:8]=[C:9]([C:12]([OH:14])=O)[S:10][CH:11]=1.[NH2:17][C@@H:18]([CH2:31][C:32]1[CH:37]=[CH:36][CH:35]=[CH:34][C:33]=1[C:38]([F:41])([F:40])[F:39])[CH2:19][N:20]1[C:28](=[O:29])[C:27]2[C:22](=[CH:23][CH:24]=[CH:25][CH:26]=2)[C:21]1=[O:30].CCN(C(C)C)C(C)C.C1CN([P+](Br)(N2CCCC2)N2CCCC2)CC1.F[P-](F)(F)(F)(F)F. The catalyst is C(Cl)Cl. The product is [Cl:1][C:2]1[CH:3]=[N:4][N:5]([CH2:15][CH3:16])[C:6]=1[C:7]1[CH:8]=[C:9]([C:12]([NH:17][C@@H:18]([CH2:31][C:32]2[CH:37]=[CH:36][CH:35]=[CH:34][C:33]=2[C:38]([F:41])([F:39])[F:40])[CH2:19][N:20]2[C:28](=[O:29])[C:27]3[C:22](=[CH:23][CH:24]=[CH:25][CH:26]=3)[C:21]2=[O:30])=[O:14])[S:10][CH:11]=1. The yield is 0.910.